The task is: Predict the reaction yield, written as a fraction of the theoretical maximum amount of product (1.0 means a 100% yield; for example, 0.34 means a 34% yield).. This data is from Reaction yield outcomes from USPTO patents with 853,638 reactions. (1) The reactants are CC1(C)[O:7][C:6](=[O:8])[C:5](=[CH:9]/[CH:10]=[N:11]/[NH:12][C:13]2[CH:18]=[CH:17][CH:16]=[CH:15][N:14]=2)[C:4](=O)[O:3]1.C[O-].[Na+].Cl. The catalyst is CO. The product is [O:3]=[C:4]1[C:5]([C:6]([OH:7])=[O:8])=[CH:9][CH:10]=[N:11][N:12]1[C:13]1[CH:18]=[CH:17][CH:16]=[CH:15][N:14]=1. The yield is 0.450. (2) The reactants are [CH:1]1([O:7][C:8]([O:10][CH2:11][CH2:12][O:13][C:14]([C:16]2[N:17]=[C:18]([C:47]([F:50])([F:49])[F:48])[N:19]3[CH2:24][CH2:23][N:22]([C:25](=[O:46])[CH2:26][C@H:27]([NH:38]C(OC(C)(C)C)=O)[CH2:28][C:29]4[CH:34]=[C:33]([F:35])[C:32]([F:36])=[CH:31][C:30]=4[F:37])[CH2:21][C:20]=23)=[O:15])=[O:9])[CH2:6][CH2:5][CH2:4][CH2:3][CH2:2]1.[ClH:51]. The catalyst is C(OCC)(=O)C. The product is [ClH:51].[CH:1]1([O:7][C:8]([O:10][CH2:11][CH2:12][O:13][C:14]([C:16]2[N:17]=[C:18]([C:47]([F:48])([F:49])[F:50])[N:19]3[CH2:24][CH2:23][N:22]([C:25](=[O:46])[CH2:26][C@H:27]([NH2:38])[CH2:28][C:29]4[CH:34]=[C:33]([F:35])[C:32]([F:36])=[CH:31][C:30]=4[F:37])[CH2:21][C:20]=23)=[O:15])=[O:9])[CH2:2][CH2:3][CH2:4][CH2:5][CH2:6]1. The yield is 0.961. (3) The reactants are II.[CH3:3][O:4][C:5](=[O:17])[C@H:6]([CH2:15]I)[NH:7][C:8]([O:10][C:11]([CH3:14])([CH3:13])[CH3:12])=[O:9].[Br:18][C:19]1[C:20](Br)=[N:21][CH:22]=[CH:23][CH:24]=1. The catalyst is [Zn].Cl[Pd](Cl)([P](C1C=CC=CC=1)(C1C=CC=CC=1)C1C=CC=CC=1)[P](C1C=CC=CC=1)(C1C=CC=CC=1)C1C=CC=CC=1.CN(C=O)C. The product is [Br:18][C:19]1[CH:24]=[CH:23][C:22]([CH2:15][C@H:6]([NH:7][C:8]([O:10][C:11]([CH3:14])([CH3:13])[CH3:12])=[O:9])[C:5]([O:4][CH3:3])=[O:17])=[N:21][CH:20]=1. The yield is 0.640. (4) The product is [C:12]([C:11]1[CH:10]=[CH:9][C:4]([C:5]([O:7][CH3:8])=[O:6])=[CH:3][C:2]=1[OH:1])(=[O:19])[CH3:13]. The yield is 0.830. The reactants are [OH:1][C:2]1[CH:3]=[C:4]([CH:9]=[CH:10][C:11]=1[C:12]#[C:13][Si](C)(C)C)[C:5]([O:7][CH3:8])=[O:6].C(O)=[O:19]. No catalyst specified.